Task: Regression/Classification. Given a drug SMILES string, predict its absorption, distribution, metabolism, or excretion properties. Task type varies by dataset: regression for continuous measurements (e.g., permeability, clearance, half-life) or binary classification for categorical outcomes (e.g., BBB penetration, CYP inhibition). Dataset: cyp3a4_veith.. Dataset: CYP3A4 inhibition data for predicting drug metabolism from PubChem BioAssay The molecule is CCOC(=O)c1[nH]c2cc(OC)c(OC)cc2c1NC(=O)c1ccc2c(c1)OCO2. The result is 1 (inhibitor).